Dataset: Full USPTO retrosynthesis dataset with 1.9M reactions from patents (1976-2016). Task: Predict the reactants needed to synthesize the given product. (1) Given the product [F:26][C:20]1[CH:21]=[C:22]([F:25])[CH:23]=[CH:24][C:19]=1[C:16]1[CH:17]=[CH:18][C:13]([C@@H:11]([N:7]2[CH2:6][CH2:5][C:4]([C:27]3[CH:32]=[CH:31][C:30]([F:33])=[CH:29][CH:28]=3)([CH2:1][CH2:2][OH:37])[O:9][C:8]2=[O:10])[CH3:12])=[CH:14][CH:15]=1, predict the reactants needed to synthesize it. The reactants are: [CH2:1]([C:4]1([C:27]2[CH:32]=[CH:31][C:30]([F:33])=[CH:29][CH:28]=2)[O:9][C:8](=[O:10])[N:7]([C@H:11]([C:13]2[CH:18]=[CH:17][C:16]([C:19]3[CH:24]=[CH:23][C:22]([F:25])=[CH:21][C:20]=3[F:26])=[CH:15][CH:14]=2)[CH3:12])[CH2:6][CH2:5]1)[CH:2]=C.C1C[O:37]CC1.O. (2) Given the product [Cl:23][C:16]1[C:10]([C:11]([O:13][CH2:14][CH3:15])=[O:12])=[CH:9][N:8]=[C:7]2[N:3]([CH2:1][CH3:2])[N:4]=[CH:5][C:6]=12, predict the reactants needed to synthesize it. The reactants are: [CH2:1]([N:3]1[C:7]([NH:8][CH:9]=[C:10]([C:16](OCC)=O)[C:11]([O:13][CH2:14][CH3:15])=[O:12])=[CH:6][CH:5]=[N:4]1)[CH3:2].P(Cl)(Cl)([Cl:23])=O.